From a dataset of Reaction yield outcomes from USPTO patents with 853,638 reactions. Predict the reaction yield, written as a fraction of the theoretical maximum amount of product (1.0 means a 100% yield; for example, 0.34 means a 34% yield). The reactants are [OH:1][C:2]1[C:3]([CH:14]([CH3:16])[CH3:15])=[N:4][C:5]([CH:11]([CH3:13])[CH3:12])=[CH:6][C:7]=1[C:8](=O)[CH3:9].[C:17](C=P(C1C=CC=CC=1)(C1C=CC=CC=1)C1C=CC=CC=1)(OCC)=[O:18].[C:42]1(C)C=CC=CC=1. No catalyst specified. The product is [CH:11]([C:5]1[CH:6]=[C:7]2[C:8]([CH3:42])=[CH:9][C:17](=[O:18])[O:1][C:2]2=[C:3]([CH:14]([CH3:16])[CH3:15])[N:4]=1)([CH3:13])[CH3:12]. The yield is 0.830.